Dataset: NCI-60 drug combinations with 297,098 pairs across 59 cell lines. Task: Regression. Given two drug SMILES strings and cell line genomic features, predict the synergy score measuring deviation from expected non-interaction effect. (1) Drug 2: CC=C1C(=O)NC(C(=O)OC2CC(=O)NC(C(=O)NC(CSSCCC=C2)C(=O)N1)C(C)C)C(C)C. Cell line: MDA-MB-231. Synergy scores: CSS=35.6, Synergy_ZIP=-4.05, Synergy_Bliss=-5.30, Synergy_Loewe=-6.36, Synergy_HSA=-2.22. Drug 1: CC1=C2C(C(=O)C3(C(CC4C(C3C(C(C2(C)C)(CC1OC(=O)C(C(C5=CC=CC=C5)NC(=O)OC(C)(C)C)O)O)OC(=O)C6=CC=CC=C6)(CO4)OC(=O)C)OC)C)OC. (2) Drug 1: C1CC(=O)NC(=O)C1N2CC3=C(C2=O)C=CC=C3N. Drug 2: CC1CCC2CC(C(=CC=CC=CC(CC(C(=O)C(C(C(=CC(C(=O)CC(OC(=O)C3CCCCN3C(=O)C(=O)C1(O2)O)C(C)CC4CCC(C(C4)OC)O)C)C)O)OC)C)C)C)OC. Cell line: HS 578T. Synergy scores: CSS=12.6, Synergy_ZIP=-2.07, Synergy_Bliss=-6.31, Synergy_Loewe=-18.0, Synergy_HSA=-6.85.